This data is from Forward reaction prediction with 1.9M reactions from USPTO patents (1976-2016). The task is: Predict the product of the given reaction. (1) Given the reactants [CH3:1][O:2][C:3]([C:5]1[CH2:6][N:7]([C:21]([O:23][C:24]([CH3:27])([CH3:26])[CH3:25])=[O:22])[CH2:8][CH2:9][C:10]=1[C:11]1[CH:16]=[CH:15][C:14]([CH2:17][CH2:18][CH2:19][OH:20])=[CH:13][CH:12]=1)=[O:4].[F:28][C:29]1[C:34]([F:35])=[CH:33][CH:32]=[C:31]([F:36])[C:30]=1O.C(P(CCCC)CCCC)CCC, predict the reaction product. The product is: [CH3:1][O:2][C:3]([C:5]1[CH2:6][N:7]([C:21]([O:23][C:24]([CH3:27])([CH3:26])[CH3:25])=[O:22])[CH2:8][CH2:9][C:10]=1[C:11]1[CH:16]=[CH:15][C:14]([CH2:17][CH2:18][CH2:19][O:20][C:30]2[C:31]([F:36])=[CH:32][CH:33]=[C:34]([F:35])[C:29]=2[F:28])=[CH:13][CH:12]=1)=[O:4]. (2) Given the reactants Br[C:2]1[CH:3]=[C:4]([NH:10][C@H:11]([CH2:15][CH:16]([CH3:18])[CH3:17])[C:12]([NH2:14])=[O:13])[CH:5]=[CH:6][C:7]=1[C:8]#[N:9].[NH2:19][C:20]1[CH:24]=[C:23]([CH3:25])[O:22][N:21]=1.C1C=CC(P(C2C(C3C(P(C4C=CC=CC=4)C4C=CC=CC=4)=CC=C4C=3C=CC=C4)=C3C(C=CC=C3)=CC=2)C2C=CC=CC=2)=CC=1.C([O-])([O-])=O.[K+].[K+], predict the reaction product. The product is: [C:8]([C:7]1[CH:6]=[CH:5][C:4]([NH:10][C@H:11]([CH2:15][CH:16]([CH3:18])[CH3:17])[C:12]([NH2:14])=[O:13])=[CH:3][C:2]=1[NH:19][C:20]1[CH:24]=[C:23]([CH3:25])[O:22][N:21]=1)#[N:9]. (3) Given the reactants [Li+].[CH3:2][CH:3]([N-]C(C)C)[CH3:4].[CH3:9][O:10][C:11]1([O:23][CH3:24])[CH2:15][CH2:14][CH:13]([C:16]([O:18][C:19]([CH3:22])([CH3:21])[CH3:20])=[O:17])[CH2:12]1.IC(C)C, predict the reaction product. The product is: [CH:3]([C:13]1([C:16]([O:18][C:19]([CH3:20])([CH3:21])[CH3:22])=[O:17])[CH2:14][CH2:15][C:11]([O:23][CH3:24])([O:10][CH3:9])[CH2:12]1)([CH3:4])[CH3:2].